This data is from Catalyst prediction with 721,799 reactions and 888 catalyst types from USPTO. The task is: Predict which catalyst facilitates the given reaction. (1) Reactant: [N+:1]([C:4]1[CH:12]=[CH:11][C:10]2[NH:9][C:8]3[CH2:13][CH2:14][N:15]([C:17]([O:19][C:20]([CH3:23])([CH3:22])[CH3:21])=[O:18])[CH2:16][C:7]=3[C:6]=2[CH:5]=1)([O-:3])=[O:2].CC([O-])(C)C.[K+].[CH2:30]([S:32](Cl)(=[O:34])=[O:33])[CH3:31]. Product: [CH2:30]([S:32]([N:9]1[C:10]2[CH:11]=[CH:12][C:4]([N+:1]([O-:3])=[O:2])=[CH:5][C:6]=2[C:7]2[CH2:16][N:15]([C:17]([O:19][C:20]([CH3:23])([CH3:22])[CH3:21])=[O:18])[CH2:14][CH2:13][C:8]1=2)(=[O:34])=[O:33])[CH3:31]. The catalyst class is: 3. (2) Reactant: [NH2:1][C:2]1[CH2:7][CH2:6][CH2:5][CH2:4][C:3]=1[C:8]([NH:10][CH2:11][CH2:12][C:13]1[CH:18]=[CH:17][CH:16]=[C:15]([F:19])[CH:14]=1)=[O:9].[C:20]([O:23][C:24]1[C:29]([F:30])=[CH:28][CH:27]=[CH:26][C:25]=1[C:31](Cl)=[O:32])(=[O:22])[CH3:21].[CH2:34](OCC)C. Product: [C:20]([O:23][C:24]1[C:25]([C:31](=[O:32])[CH2:34][NH:1][C:2]2[CH2:7][CH2:6][CH2:5][CH2:4][C:3]=2[C:8]([NH:10][CH2:11][CH2:12][C:13]2[CH:18]=[CH:17][CH:16]=[C:15]([F:19])[CH:14]=2)=[O:9])=[CH:26][CH:27]=[CH:28][C:29]=1[F:30])(=[O:22])[CH3:21]. The catalyst class is: 859.